Dataset: Forward reaction prediction with 1.9M reactions from USPTO patents (1976-2016). Task: Predict the product of the given reaction. (1) Given the reactants [CH:1]([C:4]1[CH:10]=[CH:9][C:7]([NH2:8])=[C:6]([N+:11]([O-:13])=[O:12])[CH:5]=1)([CH3:3])[CH3:2].[CH3:14][C:15]([O:18][C:19](O[C:19]([O:18][C:15]([CH3:17])([CH3:16])[CH3:14])=[O:20])=[O:20])([CH3:17])[CH3:16].C(O)(C(F)(F)F)=O, predict the reaction product. The product is: [C:15]([O:18][C:19](=[O:20])[NH:8][C:7]1[CH:9]=[CH:10][C:4]([CH:1]([CH3:3])[CH3:2])=[CH:5][C:6]=1[N+:11]([O-:13])=[O:12])([CH3:17])([CH3:16])[CH3:14]. (2) Given the reactants Br[C:2]1[C:3]([C:20]2[S:21][C:22]([Cl:25])=[CH:23][CH:24]=2)=[N:4][C:5]([NH:8][CH2:9][CH2:10][N:11]2[C:15]([CH3:17])([CH3:16])[C:14](=[O:18])[NH:13][C:12]2=[O:19])=[N:6][CH:7]=1.CC1(C)C(C)(C)OB([C:34]2[CH:42]=[C:41]3[C:37]([CH2:38][C:39](=[O:43])[NH:40]3)=[CH:36][CH:35]=2)O1, predict the reaction product. The product is: [Cl:25][C:22]1[S:21][C:20]([C:3]2[C:2]([C:34]3[CH:42]=[C:41]4[C:37]([CH2:38][C:39](=[O:43])[NH:40]4)=[CH:36][CH:35]=3)=[CH:7][N:6]=[C:5]([NH:8][CH2:9][CH2:10][N:11]3[C:15]([CH3:17])([CH3:16])[C:14](=[O:18])[NH:13][C:12]3=[O:19])[N:4]=2)=[CH:24][CH:23]=1. (3) Given the reactants [F:1][C:2]1[N:7]=[CH:6][C:5]([CH:8]([OH:13])[CH2:9][CH2:10][CH:11]=[CH2:12])=[CH:4][CH:3]=1.ClC1C=C(C=CC=1)C(OO)=[O:19], predict the reaction product. The product is: [F:1][C:2]1[N:7]=[CH:6][C:5]([CH:8]2[O:13][CH:11]([CH2:12][OH:19])[CH2:10][CH2:9]2)=[CH:4][CH:3]=1. (4) Given the reactants [CH:1]1([NH:7][CH2:8][CH2:9][CH2:10][NH:11][C:12](=[O:35])[CH2:13][C:14]2[C:22]3[C:17](=[CH:18][CH:19]=[C:20]([O:23][CH3:24])[CH:21]=3)[N:16]([C:25](=[O:33])[C:26]3[CH:31]=[CH:30][C:29]([Cl:32])=[CH:28][CH:27]=3)[C:15]=2[CH3:34])[CH2:6][CH2:5][CH2:4][CH2:3][CH2:2]1.[C:36](O[C:36]([O:38][C:39]([CH3:42])([CH3:41])[CH3:40])=[O:37])([O:38][C:39]([CH3:42])([CH3:41])[CH3:40])=[O:37].C(OCC)(=O)C.C(O)(=O)CC(CC(O)=O)(C(O)=O)O, predict the reaction product. The product is: [C:39]([O:38][C:36]([CH:8]([NH:7][CH:1]1[CH2:2][CH2:3][CH2:4][CH2:5][CH2:6]1)[CH2:9][CH2:10][NH:11][C:12](=[O:35])[CH2:13][C:14]1[C:22]2[C:17](=[CH:18][CH:19]=[C:20]([O:23][CH3:24])[CH:21]=2)[N:16]([C:25](=[O:33])[C:26]2[CH:27]=[CH:28][C:29]([Cl:32])=[CH:30][CH:31]=2)[C:15]=1[CH3:34])=[O:37])([CH3:42])([CH3:41])[CH3:40]. (5) Given the reactants [NH2:1][C:2]1[CH:3]=[CH:4][C:5]([C:8]([NH:10][C@@:11]2([C:21]3[CH:26]=[CH:25][C:24]([O:27][C:28]([F:31])([F:30])[F:29])=[C:23]([F:32])[CH:22]=3)[C:16]3=[N:17][CH:18]=[CH:19][CH:20]=[C:15]3[O:14][CH2:13][CH2:12]2)=[O:9])=[N:6][CH:7]=1.[CH3:33][S:34](Cl)(=[O:36])=[O:35].CCN(C(C)C)C(C)C, predict the reaction product. The product is: [F:32][C:23]1[CH:22]=[C:21]([C@:11]2([NH:10][C:8](=[O:9])[C:5]3[CH:4]=[CH:3][C:2]([NH:1][S:34]([CH3:33])(=[O:36])=[O:35])=[CH:7][N:6]=3)[C:16]3=[N:17][CH:18]=[CH:19][CH:20]=[C:15]3[O:14][CH2:13][CH2:12]2)[CH:26]=[CH:25][C:24]=1[O:27][C:28]([F:31])([F:30])[F:29]. (6) Given the reactants Br[C:2]1[CH:9]=[CH:8][CH:7]=[C:6]([Br:10])[C:3]=1[CH:4]=[O:5].CC1(C)C2C(=C(P(C3C=CC=CC=3)C3C=CC=CC=3)C=CC=2)OC2C(P(C3C=CC=CC=3)C3C=CC=CC=3)=CC=CC1=2.C([O-])([O-])=O.[Cs+].[Cs+].[OH:59][C:60]([C:63]1[CH:64]=[C:65]2[C:70](=[CH:71][CH:72]=1)[C:69](=[O:73])[NH:68][CH2:67][CH2:66]2)([CH3:62])[CH3:61], predict the reaction product. The product is: [Br:10][C:6]1[CH:7]=[CH:8][CH:9]=[C:2]([N:68]2[CH2:67][CH2:66][C:65]3[C:70](=[CH:71][CH:72]=[C:63]([C:60]([OH:59])([CH3:61])[CH3:62])[CH:64]=3)[C:69]2=[O:73])[C:3]=1[CH:4]=[O:5]. (7) Given the reactants [F:1][C:2]1[CH:35]=[C:34]([N+:36]([O-:38])=[O:37])[CH:33]=[CH:32][C:3]=1[O:4][C:5]1[CH:10]=[CH:9][N:8]=[C:7]2[CH:11]=[C:12]([C:14]3[N:15]([CH3:31])[C:16]([CH2:19][NH:20][CH2:21][CH2:22][CH2:23][C:24]([O:26]C(C)(C)C)=[O:25])=[CH:17][N:18]=3)[S:13][C:6]=12.Cl, predict the reaction product. The product is: [F:1][C:2]1[CH:35]=[C:34]([N+:36]([O-:38])=[O:37])[CH:33]=[CH:32][C:3]=1[O:4][C:5]1[CH:10]=[CH:9][N:8]=[C:7]2[CH:11]=[C:12]([C:14]3[N:15]([CH3:31])[C:16]([CH2:19][NH:20][CH2:21][CH2:22][CH2:23][C:24]([OH:26])=[O:25])=[CH:17][N:18]=3)[S:13][C:6]=12.